Predict which catalyst facilitates the given reaction. From a dataset of Catalyst prediction with 721,799 reactions and 888 catalyst types from USPTO. (1) Reactant: [Br:1][C:2]1[CH:11]=[C:10]2[C:5]([CH2:6][CH2:7][CH2:8][C:9]2=[O:12])=[CH:4][CH:3]=1.[BH4-].[Na+]. Product: [Br:1][C:2]1[CH:11]=[C:10]2[C:5]([CH2:6][CH2:7][CH2:8][CH:9]2[OH:12])=[CH:4][CH:3]=1. The catalyst class is: 8. (2) Reactant: [N:1]([CH2:4][CH2:5][NH:6][C:7](=[O:21])[CH2:8][CH2:9][CH2:10][CH2:11][CH2:12][CH2:13][CH2:14][CH2:15][CH2:16]CCCC)=[N+:2]=[N-:3].C1(/C=C/CC(Cl)=O)C=CC=CC=1.N(CCN)=[N+]=[N-].C(N(CC)CC)C. Product: [N:1]([CH2:4][CH2:5][NH:6][C:7](=[O:21])[CH2:8]/[CH:9]=[CH:10]/[C:11]1[CH:12]=[CH:13][CH:14]=[CH:15][CH:16]=1)=[N+:2]=[N-:3]. The catalyst class is: 4. (3) Reactant: [CH3:1][O:2][C:3](=[O:25])[CH:4]([O:6][C:7]1[CH:12]=[CH:11][C:10]([NH:13][C:14](=[O:24])[CH2:15][O:16]CC2C=CC=CC=2)=[CH:9][CH:8]=1)[CH3:5]. Product: [CH3:1][O:2][C:3](=[O:25])[CH:4]([O:6][C:7]1[CH:12]=[CH:11][C:10]([NH:13][C:14](=[O:24])[CH2:15][OH:16])=[CH:9][CH:8]=1)[CH3:5]. The catalyst class is: 19.